Dataset: Full USPTO retrosynthesis dataset with 1.9M reactions from patents (1976-2016). Task: Predict the reactants needed to synthesize the given product. (1) Given the product [O:35]([CH:34]=[CH2:33])[S:25]([C:28]([F:29])([F:30])[F:31])(=[O:26])=[O:27], predict the reactants needed to synthesize it. The reactants are: C[Si]([N-][Si](C)(C)C)(C)C.[K+].C1C=CC(N([S:25]([C:28]([F:31])([F:30])[F:29])(=[O:27])=[O:26])[S:25]([C:28]([F:31])([F:30])[F:29])(=[O:27])=[O:26])=CC=1.C1C[O:35][CH2:34][CH2:33]1. (2) Given the product [CH3:29][O:28][C:26](=[O:27])[CH2:25][CH2:24][C:23]([NH:14][C:11]1[N:10]=[C:9]([NH2:15])[C:8]([O:7][C:6]2[CH:16]=[C:2]([I:1])[C:3]([O:20][CH3:21])=[CH:4][C:5]=2[CH:17]([CH3:19])[CH3:18])=[CH:13][N:12]=1)=[O:30], predict the reactants needed to synthesize it. The reactants are: [I:1][C:2]1[C:3]([O:20][CH3:21])=[CH:4][C:5]([CH:17]([CH3:19])[CH3:18])=[C:6]([CH:16]=1)[O:7][C:8]1[C:9]([NH2:15])=[N:10][C:11]([NH2:14])=[N:12][CH:13]=1.Cl[C:23](=[O:30])[CH2:24][CH2:25][C:26]([O:28][CH3:29])=[O:27].